From a dataset of Reaction yield outcomes from USPTO patents with 853,638 reactions. Predict the reaction yield, written as a fraction of the theoretical maximum amount of product (1.0 means a 100% yield; for example, 0.34 means a 34% yield). (1) The reactants are Cl[C:2]1[C:11]2[C:6](=[CH:7][CH:8]=[C:9]([C:12]3[CH:17]=[CH:16][C:15]([F:18])=[CH:14][CH:13]=3)[CH:10]=2)[N:5]=[CH:4][N:3]=1.[CH3:19][NH:20][CH3:21]. No catalyst specified. The product is [CH3:19][N:20]([C:2]1[C:11]2[C:6](=[CH:7][CH:8]=[C:9]([C:12]3[CH:17]=[CH:16][C:15]([F:18])=[CH:14][CH:13]=3)[CH:10]=2)[N:5]=[CH:4][N:3]=1)[CH3:21]. The yield is 0.760. (2) The product is [NH2:8][C@H:9]([CH2:29][C:30]1[CH:35]=[CH:34][C:33]([O:36][CH3:37])=[CH:32][CH:31]=1)[C:10]([N:12]1[CH2:17][CH2:16][C:15]([CH:23]2[CH2:28][CH2:27][CH2:26][CH2:25][CH2:24]2)([C:18]([O:20][CH2:21][CH3:22])=[O:19])[CH2:14][CH2:13]1)=[O:11]. The reactants are C(OC([NH:8][C@H:9]([CH2:29][C:30]1[CH:35]=[CH:34][C:33]([O:36][CH3:37])=[CH:32][CH:31]=1)[C:10]([N:12]1[CH2:17][CH2:16][C:15]([CH:23]2[CH2:28][CH2:27][CH2:26][CH2:25][CH2:24]2)([C:18]([O:20][CH2:21][CH3:22])=[O:19])[CH2:14][CH2:13]1)=[O:11])=O)(C)(C)C.FC(F)(F)C(O)=O. The catalyst is C(Cl)Cl. The yield is 0.920. (3) The reactants are [C:1]([O:5][C:6]([N:8]1[CH2:12][CH2:11][CH2:10][CH:9]1[C:13]1[NH:14][C:15]([C:20]2[CH:25]=[CH:24][C:23](Br)=[CH:22][CH:21]=2)([CH3:19])[C:16](=[O:18])[N:17]=1)=[O:7])([CH3:4])([CH3:3])[CH3:2].[B:27]1([B:27]2[O:31][C:30]([CH3:33])([CH3:32])[C:29]([CH3:35])([CH3:34])[O:28]2)[O:31][C:30]([CH3:33])([CH3:32])[C:29]([CH3:35])([CH3:34])[O:28]1.C([O-])(=O)C.[K+]. The catalyst is C1C=CC([P]([Pd]([P](C2C=CC=CC=2)(C2C=CC=CC=2)C2C=CC=CC=2)([P](C2C=CC=CC=2)(C2C=CC=CC=2)C2C=CC=CC=2)[P](C2C=CC=CC=2)(C2C=CC=CC=2)C2C=CC=CC=2)(C2C=CC=CC=2)C2C=CC=CC=2)=CC=1.O1CCOCC1. The product is [C:1]([O:5][C:6]([N:8]1[CH2:12][CH2:11][CH2:10][CH:9]1[C:13]1[NH:14][C:15]([CH3:19])([C:20]2[CH:25]=[CH:24][C:23]([B:27]3[O:31][C:30]([CH3:33])([CH3:32])[C:29]([CH3:35])([CH3:34])[O:28]3)=[CH:22][CH:21]=2)[C:16](=[O:18])[N:17]=1)=[O:7])([CH3:4])([CH3:3])[CH3:2]. The yield is 0.790. (4) The reactants are [CH2:1]([N:8]1[C:12](=O)[C@H:11]([OH:14])[C@@H:10]([OH:15])[C:9]1=O)[C:2]1[CH:7]=[CH:6][CH:5]=[CH:4][CH:3]=1.[H-].[H-].[H-].[H-].[Li+].[Al+3]. The catalyst is C1COCC1. The product is [CH2:1]([N:8]1[CH2:12][C@H:11]([OH:14])[C@@H:10]([OH:15])[CH2:9]1)[C:2]1[CH:3]=[CH:4][CH:5]=[CH:6][CH:7]=1. The yield is 0.610. (5) The reactants are [C:1]([C:5]1[S:9]/[C:8](=[N:10]\[C:11]([C:13]2[CH:31]=[C:30]([C:32]([F:35])([F:34])[F:33])[CH:29]=[CH:28][C:14]=2[O:15][C@@H:16]2[CH2:20][CH2:19][N:18](C(OC(C)(C)C)=O)[CH2:17]2)=[O:12])/[N:7]([CH2:36][C@H:37]2[CH2:41][CH2:40][CH2:39][O:38]2)[CH:6]=1)([CH3:4])([CH3:3])[CH3:2].FC(F)(F)C(O)=O. The catalyst is ClCCl. The product is [C:1]([C:5]1[S:9]/[C:8](=[N:10]\[C:11](=[O:12])[C:13]2[CH:31]=[C:30]([C:32]([F:35])([F:33])[F:34])[CH:29]=[CH:28][C:14]=2[O:15][C@@H:16]2[CH2:20][CH2:19][NH:18][CH2:17]2)/[N:7]([CH2:36][C@H:37]2[CH2:41][CH2:40][CH2:39][O:38]2)[CH:6]=1)([CH3:4])([CH3:2])[CH3:3]. The yield is 0.900. (6) The reactants are [NH2:1][C@H:2]1[CH2:6][CH2:5][N:4]([CH:7]2[CH2:12][CH2:11][N:10]([C:13]3[N:18]=[CH:17][C:16]([CH2:19][CH3:20])=[CH:15][N:14]=3)[CH2:9][CH2:8]2)[C:3]1=[O:21].C1(P(C2C=CC=CC=2)C2C=CC3C(=CC=CC=3)C=2C2C3C(=CC=CC=3)C=CC=2P(C2C=CC=CC=2)C2C=CC=CC=2)C=CC=CC=1.Br[C:69]1[CH:74]=[C:73]([CH3:75])[C:72]([S:76]([CH3:79])(=[O:78])=[O:77])=[CH:71][C:70]=1[F:80].C([O-])([O-])=O.[Cs+].[Cs+]. The catalyst is C1(C)C=CC=CC=1.C1C=CC(/C=C/C(/C=C/C2C=CC=CC=2)=O)=CC=1.C1C=CC(/C=C/C(/C=C/C2C=CC=CC=2)=O)=CC=1.C1C=CC(/C=C/C(/C=C/C2C=CC=CC=2)=O)=CC=1.[Pd].[Pd]. The product is [CH2:19]([C:16]1[CH:15]=[N:14][C:13]([N:10]2[CH2:11][CH2:12][CH:7]([N:4]3[CH2:5][CH2:6][C@H:2]([NH:1][C:69]4[CH:74]=[C:73]([CH3:75])[C:72]([S:76]([CH3:79])(=[O:78])=[O:77])=[CH:71][C:70]=4[F:80])[C:3]3=[O:21])[CH2:8][CH2:9]2)=[N:18][CH:17]=1)[CH3:20]. The yield is 0.240. (7) The reactants are [NH:1]1[CH2:6][CH2:5][O:4][CH2:3][CH2:2]1.F[C:8]1[CH:15]=[CH:14][C:11]([C:12]#[N:13])=[CH:10][CH:9]=1. The catalyst is O. The product is [N:1]1([C:8]2[CH:15]=[CH:14][C:11]([C:12]#[N:13])=[CH:10][CH:9]=2)[CH2:6][CH2:5][O:4][CH2:3][CH2:2]1. The yield is 0.950. (8) The reactants are S(Cl)(Cl)=O.[CH:5]1([NH:10][C:11]2[N:16]=[C:15]([C:17]3[C:18]([C:30]4[CH:35]=[CH:34][C:33]([F:36])=[CH:32][CH:31]=4)=[N:19][N:20]4[C:25]([CH3:26])=[C:24]([C:27](O)=[O:28])[CH:23]=[CH:22][C:21]=34)[CH:14]=[CH:13][N:12]=2)[CH2:9][CH2:8][CH2:7][CH2:6]1.[CH:37]1([NH2:40])[CH2:39][CH2:38]1. The catalyst is ClCCl. The product is [CH:5]1([NH:10][C:11]2[N:16]=[C:15]([C:17]3[C:18]([C:30]4[CH:35]=[CH:34][C:33]([F:36])=[CH:32][CH:31]=4)=[N:19][N:20]4[C:25]([CH3:26])=[C:24]([C:27]([NH:40][CH:37]5[CH2:39][CH2:38]5)=[O:28])[CH:23]=[CH:22][C:21]=34)[CH:14]=[CH:13][N:12]=2)[CH2:9][CH2:8][CH2:7][CH2:6]1. The yield is 0.440. (9) The reactants are [Cl:1][C:2]1[CH:7]=[CH:6][C:5]([C:8]2[S:30][C:11]3[C:12](=[O:29])[N:13]([C:16]4[CH:17]=[N:18][C:19]([O:22][CH:23]5[CH2:28][CH2:27][NH:26][CH2:25][CH2:24]5)=[CH:20][CH:21]=4)[CH:14]=[CH:15][C:10]=3[CH:9]=2)=[CH:4][CH:3]=1.[C:31](O)(=O)C.C=O.C([BH3-])#N.[Na+].[Cl-].[NH4+]. The catalyst is CO.CO.C(Cl)Cl. The product is [ClH:1].[Cl:1][C:2]1[CH:3]=[CH:4][C:5]([C:8]2[S:30][C:11]3[C:12](=[O:29])[N:13]([C:16]4[CH:17]=[N:18][C:19]([O:22][CH:23]5[CH2:28][CH2:27][N:26]([CH3:31])[CH2:25][CH2:24]5)=[CH:20][CH:21]=4)[CH:14]=[CH:15][C:10]=3[CH:9]=2)=[CH:6][CH:7]=1. The yield is 0.990.